Dataset: Forward reaction prediction with 1.9M reactions from USPTO patents (1976-2016). Task: Predict the product of the given reaction. (1) Given the reactants [C:1]([O:5][C:6](=[O:27])[N:7]([CH2:17][C:18]1[CH:23]=[CH:22][CH:21]=[C:20]([CH2:24][CH2:25][OH:26])[CH:19]=1)[CH2:8][CH2:9][CH2:10][C:11]1[CH:16]=[CH:15][CH:14]=[CH:13][N:12]=1)([CH3:4])([CH3:3])[CH3:2].CC(OI1(OC(C)=O)(OC(C)=O)OC(=O)C2C=CC=CC1=2)=O.S([O-])([O-])(=O)=S.[Na+].[Na+].C(=O)(O)[O-].[Na+], predict the reaction product. The product is: [C:1]([O:5][C:6](=[O:27])[N:7]([CH2:17][C:18]1[CH:23]=[CH:22][CH:21]=[C:20]([CH2:24][CH:25]=[O:26])[CH:19]=1)[CH2:8][CH2:9][CH2:10][C:11]1[CH:16]=[CH:15][CH:14]=[CH:13][N:12]=1)([CH3:2])([CH3:4])[CH3:3]. (2) Given the reactants [CH2:1]([N:8]([CH2:16][CH2:17][N:18]1[C:27]2[C:22]([C:23](=[O:29])[NH:24][C:25](=[O:28])[N:26]=2)=[N:21][C:20]2[CH:30]=[C:31]([CH3:40])[C:32]([O:34][CH:35]3[CH2:39][CH2:38][CH2:37][CH2:36]3)=[CH:33][C:19]1=2)C(=O)OC(C)(C)C)[C:2]1[CH:7]=[CH:6][CH:5]=[CH:4][CH:3]=1.Cl.CCOCC, predict the reaction product. The product is: [CH2:1]([NH:8][CH2:16][CH2:17][N:18]1[C:27]2[C:22]([C:23](=[O:29])[NH:24][C:25](=[O:28])[N:26]=2)=[N:21][C:20]2[CH:30]=[C:31]([CH3:40])[C:32]([O:34][CH:35]3[CH2:39][CH2:38][CH2:37][CH2:36]3)=[CH:33][C:19]1=2)[C:2]1[CH:7]=[CH:6][CH:5]=[CH:4][CH:3]=1. (3) Given the reactants [C:1]([C:9]1[CH:10]=[N:11][CH:12]=[CH:13][CH:14]=1)(=[O:8])[C:2]1[CH:7]=[CH:6][CH:5]=[CH:4][CH:3]=1.[BH4-].[Na+], predict the reaction product. The product is: [C:2]1([CH:1]([C:9]2[CH:10]=[N:11][CH:12]=[CH:13][CH:14]=2)[OH:8])[CH:3]=[CH:4][CH:5]=[CH:6][CH:7]=1. (4) Given the reactants [C:1]([O:5][C:6]([N:8]1[CH2:12][C:11](=[CH2:13])[CH2:10][C@H:9]1[C:14]([OH:16])=[O:15])=[O:7])([CH3:4])([CH3:3])[CH3:2].[C:17](=O)([O-])[O-].[K+].[K+].CI, predict the reaction product. The product is: [CH2:13]=[C:11]1[CH2:12][N:8]([C:6]([O:5][C:1]([CH3:4])([CH3:2])[CH3:3])=[O:7])[C@H:9]([C:14]([O:16][CH3:17])=[O:15])[CH2:10]1. (5) Given the reactants Br[C:2]1[CH:3]=[C:4]([N:8]2[CH2:13][CH2:12][C:11]([CH3:20])([C:14]3[CH:19]=[CH:18][CH:17]=[CH:16][CH:15]=3)[O:10][C:9]2=[O:21])[CH:5]=[CH:6][CH:7]=1.[N:22]1[CH:27]=[CH:26][C:25](B(O)O)=[CH:24][CH:23]=1, predict the reaction product. The product is: [CH3:20][C:11]1([C:14]2[CH:19]=[CH:18][CH:17]=[CH:16][CH:15]=2)[O:10][C:9](=[O:21])[N:8]([C:4]2[CH:5]=[CH:6][CH:7]=[C:2]([C:25]3[CH:26]=[CH:27][N:22]=[CH:23][CH:24]=3)[CH:3]=2)[CH2:13][CH2:12]1.